Dataset: Reaction yield outcomes from USPTO patents with 853,638 reactions. Task: Predict the reaction yield, written as a fraction of the theoretical maximum amount of product (1.0 means a 100% yield; for example, 0.34 means a 34% yield). (1) The reactants are [C:1]([NH:4][C:5]1[CH:10]=[C:9]([C:11]2[N:15]([CH2:16][CH3:17])[CH:14]=[C:13]([C:18]([NH2:20])=O)[CH:12]=2)[CH:8]=[CH:7][N:6]=1)(=[O:3])[CH3:2].C[N:22]([CH:24](OC)OC)C.O.[NH2:30]N.C(=O)(O)[O-].[Na+]. The catalyst is C1(C)C=CC=CC=1.CCOC(C)=O. The product is [CH2:16]([N:15]1[CH:14]=[C:13]([C:18]2[NH:20][CH:24]=[N:22][N:30]=2)[CH:12]=[C:11]1[C:9]1[CH:8]=[CH:7][N:6]=[C:5]([NH:4][C:1](=[O:3])[CH3:2])[CH:10]=1)[CH3:17]. The yield is 0.110. (2) The reactants are [CH2:1]([O:8][C:9]1[CH:14]=[CH:13][C:12]([N:15]=[C:16]=[O:17])=[CH:11][CH:10]=1)[C:2]1[CH:7]=[CH:6][CH:5]=[CH:4][CH:3]=1.[C:18]([O:22][C:23](=[O:28])[NH:24][CH2:25][CH2:26][NH2:27])([CH3:21])([CH3:20])[CH3:19]. The catalyst is C(Cl)Cl. The product is [CH2:1]([O:8][C:9]1[CH:14]=[CH:13][C:12]([NH:15][C:16](=[O:17])[NH:27][CH2:26][CH2:25][NH:24][C:23](=[O:28])[O:22][C:18]([CH3:20])([CH3:19])[CH3:21])=[CH:11][CH:10]=1)[C:2]1[CH:3]=[CH:4][CH:5]=[CH:6][CH:7]=1. The yield is 0.890.